Dataset: Forward reaction prediction with 1.9M reactions from USPTO patents (1976-2016). Task: Predict the product of the given reaction. (1) Given the reactants C(=[N:14][C:15]1[N:16]=[C:17]2[C:23]([CH3:24])=[CH:22][N:21]([CH2:25][O:26][CH2:27][CH2:28][Si:29]([CH3:32])([CH3:31])[CH3:30])[C:18]2=[N:19][CH:20]=1)(C1C=CC=CC=1)C1C=CC=CC=1.CC([O-])=O.[Na+].NO.Cl, predict the reaction product. The product is: [CH3:24][C:23]1[C:17]2[C:18](=[N:19][CH:20]=[C:15]([NH2:14])[N:16]=2)[N:21]([CH2:25][O:26][CH2:27][CH2:28][Si:29]([CH3:30])([CH3:32])[CH3:31])[CH:22]=1. (2) Given the reactants [Cl:1][C:2]1[CH:3]=[C:4]([C:8]2[N:12]([C:13]3[CH:18]=[CH:17][C:16]([F:19])=[C:15]([C:20]#[N:21])[CH:14]=3)[N:11]=[C:10]([C:22]([O:24]CC)=[O:23])[CH:9]=2)[CH:5]=[CH:6][CH:7]=1.ClC1C=C(N2C(C3C=C(F)C=C(Cl)C=3)=CC(C(O)=O)=N2)C=CC=1F, predict the reaction product. The product is: [Cl:1][C:2]1[CH:3]=[C:4]([C:8]2[N:12]([C:13]3[CH:18]=[CH:17][C:16]([F:19])=[C:15]([C:20]#[N:21])[CH:14]=3)[N:11]=[C:10]([C:22]([OH:24])=[O:23])[CH:9]=2)[CH:5]=[CH:6][CH:7]=1. (3) Given the reactants [F:1][C:2]1[CH:3]=[CH:4][C:5]2[N:6]([CH:13]=1)[C:7](=[O:12])[CH:8]=[C:9](O)[N:10]=2.CCN(C(C)C)C(C)C.O=P(Cl)(Cl)[Cl:25], predict the reaction product. The product is: [Cl:25][C:9]1[N:10]=[C:5]2[CH:4]=[CH:3][C:2]([F:1])=[CH:13][N:6]2[C:7](=[O:12])[CH:8]=1. (4) Given the reactants [OH:1][CH2:2][C@@H:3]1[CH2:6][C@H:5]([NH:7][C:8](=[O:14])[O:9][C:10]([CH3:13])([CH3:12])[CH3:11])[CH2:4]1.CCN(C(C)C)C(C)C.[C:24](OC(=O)C)(=[O:26])[CH3:25], predict the reaction product. The product is: [C:24]([O:1][CH2:2][C@H:3]1[CH2:4][C@@H:5]([NH:7][C:8]([O:9][C:10]([CH3:11])([CH3:13])[CH3:12])=[O:14])[CH2:6]1)(=[O:26])[CH3:25]. (5) Given the reactants [OH:1][P:2]([O-:5])([OH:4])=[O:3].[OH:1][P:2]([O-:5])([O-:4])=[O:3].[Na+:11].[Na+:11].[Na+].[Cl-:14].[Cl-:14].[K+:16].[K+:16], predict the reaction product. The product is: [Na+:11].[Cl-:14].[P:2]([O-:5])([O-:4])([O-:3])=[O:1].[Cl-:14].[K+:16]. (6) Given the reactants CO[C:3]([C:5]1[C:14]([OH:15])=[C:13]2[C:8]([CH:9]=[CH:10][C:11](=[O:23])[N:12]2[CH2:16][C:17]2[CH:22]=[CH:21][CH:20]=[CH:19][CH:18]=2)=[CH:7][N:6]=1)=[O:4].[NH2:24][CH2:25][C:26]([OH:28])=[O:27].C[O-].[Na+], predict the reaction product. The product is: [CH2:16]([N:12]1[C:13]2[C:8](=[CH:7][N:6]=[C:5]([C:3]([NH:24][CH2:25][C:26]([OH:28])=[O:27])=[O:4])[C:14]=2[OH:15])[CH:9]=[CH:10][C:11]1=[O:23])[C:17]1[CH:22]=[CH:21][CH:20]=[CH:19][CH:18]=1. (7) Given the reactants [F:1][C:2]1[CH:7]=[CH:6][C:5]([Mg]Br)=[CH:4][CH:3]=1.[CH2:10]1[CH2:14][O:13][CH2:12][CH2:11]1, predict the reaction product. The product is: [F:1][C:2]1[CH:7]=[CH:6][C:5]([CH:12]([OH:13])[C:11]2[CH:10]=[CH:14][C:11]([CH:12]=[O:13])=[CH:10][CH:14]=2)=[CH:4][CH:3]=1.